Task: Regression. Given a peptide amino acid sequence and an MHC pseudo amino acid sequence, predict their binding affinity value. This is MHC class II binding data.. Dataset: Peptide-MHC class II binding affinity with 134,281 pairs from IEDB (1) The peptide sequence is YDKFLANESTVLTGK. The MHC is DRB1_0701 with pseudo-sequence DRB1_0701. The binding affinity (normalized) is 0.640. (2) The peptide sequence is WIILGLNKIVRMYSPISI. The MHC is DRB1_1501 with pseudo-sequence DRB1_1501. The binding affinity (normalized) is 0.895. (3) The binding affinity (normalized) is 0.515. The peptide sequence is GVLQTFMRMAWGGSY. The MHC is DRB1_0405 with pseudo-sequence DRB1_0405. (4) The peptide sequence is IYKASPTLAFPAGVC. The MHC is DRB1_1302 with pseudo-sequence DRB1_1302. The binding affinity (normalized) is 0.502. (5) The peptide sequence is RVKLSALTLKGTSYK. The MHC is HLA-DQA10601-DQB10402 with pseudo-sequence HLA-DQA10601-DQB10402. The binding affinity (normalized) is 0.306. (6) The peptide sequence is GILQAYDLRDAPETP. The MHC is DRB1_1602 with pseudo-sequence DRB1_1602. The binding affinity (normalized) is 0.0577.